From a dataset of Reaction yield outcomes from USPTO patents with 853,638 reactions. Predict the reaction yield, written as a fraction of the theoretical maximum amount of product (1.0 means a 100% yield; for example, 0.34 means a 34% yield). (1) The reactants are [F:1][CH:2]([F:22])[C:3]1[N:8]=[C:7]([NH:9][C@H:10]2[C:18]3[C:13](=[CH:14][CH:15]=[C:16]([CH3:19])[CH:17]=3)[CH2:12][C@@H:11]2[CH3:20])[N:6]=[C:5]([NH2:21])[N:4]=1.[C:23](O[C:23](=[O:26])[CH2:24][CH3:25])(=[O:26])[CH2:24][CH3:25]. No catalyst specified. The product is [F:22][CH:2]([F:1])[C:3]1[N:8]=[C:7]([NH:9][C@H:10]2[C:18]3[C:13](=[CH:14][CH:15]=[C:16]([CH3:19])[CH:17]=3)[CH2:12][C@@H:11]2[CH3:20])[N:6]=[C:5]([NH:21][C:23](=[O:26])[CH2:24][CH3:25])[N:4]=1. The yield is 0.430. (2) The reactants are [Cl:1][C:2]1[CH:7]=[CH:6][C:5]([F:8])=[C:4]([F:9])[CH:3]=1.OS(O)(=O)=O.[N+:15]([O-])([OH:17])=[O:16]. No catalyst specified. The product is [Cl:1][C:2]1[CH:3]=[C:4]([F:9])[C:5]([F:8])=[CH:6][C:7]=1[N+:15]([O-:17])=[O:16]. The yield is 0.967. (3) The reactants are COC1C=CC(C[N:8]([C:33]2[S:34][CH:35]=[CH:36][N:37]=2)[S:9]([C:12]2[CH:13]=[CH:14][C:15]3[N:20]([C:21]4[CH:26]=[CH:25][CH:24]=[CH:23][C:22]=4[O:27][CH2:28][CH2:29][O:30][CH3:31])[CH2:19][CH2:18][O:17][C:16]=3[CH:32]=2)(=[O:11])=[O:10])=CC=1.C(O)(C(F)(F)F)=O. The catalyst is C(Cl)Cl. The product is [CH3:31][O:30][CH2:29][CH2:28][O:27][C:22]1[CH:23]=[CH:24][CH:25]=[CH:26][C:21]=1[N:20]1[CH2:19][CH2:18][O:17][C:16]2[CH:32]=[C:12]([S:9]([NH:8][C:33]3[S:34][CH:35]=[CH:36][N:37]=3)(=[O:11])=[O:10])[CH:13]=[CH:14][C:15]1=2. The yield is 0.161. (4) The reactants are [C:1]12([O:8][C:7]3[CH:9]=[CH:10][C:11]([C:13]4([C:16]([O:18]C)=[O:17])[CH2:15][CH2:14]4)=[CH:12][C:6]=3[O:5]1)[CH2:4][CH2:3][CH2:2]2.[Li+].[OH-].Cl. The catalyst is C1COCC1.O. The product is [C:1]12([O:8][C:7]3[CH:9]=[CH:10][C:11]([C:13]4([C:16]([OH:18])=[O:17])[CH2:15][CH2:14]4)=[CH:12][C:6]=3[O:5]1)[CH2:2][CH2:3][CH2:4]2. The yield is 0.590. (5) The reactants are [CH3:1][O:2][C:3](=[O:24])[C@H:4]([CH2:6][C:7]1[CH:12]=[CH:11][C:10]([NH:13][C:14]([C:16]2[C:21]([Cl:22])=[CH:20][CH:19]=[CH:18][C:17]=2[Cl:23])=[O:15])=[CH:9][CH:8]=1)[NH2:5].[NH:25]1[CH2:30][CH2:29][O:28][CH:27]([CH2:31][CH2:32][C:33]2([C:38](O)=[O:39])[CH2:37][CH2:36][CH2:35][CH2:34]2)[CH2:26]1. No catalyst specified. The product is [CH3:1][O:2][C:3](=[O:24])[C@H:4]([CH2:6][C:7]1[CH:8]=[CH:9][C:10]([NH:13][C:14]([C:16]2[C:21]([Cl:22])=[CH:20][CH:19]=[CH:18][C:17]=2[Cl:23])=[O:15])=[CH:11][CH:12]=1)[NH:5][C:38]([C:33]1([CH2:32][CH2:31][CH:27]2[O:28][CH2:29][CH2:30][NH:25][CH2:26]2)[CH2:34][CH2:35][CH2:36][CH2:37]1)=[O:39]. The yield is 0.620. (6) The reactants are [CH3:1][O:2][C:3]1[CH:8]=[CH:7][C:6]([F:9])=[CH:5][C:4]=1B(O)O.Br[C:14]1[C:19]([Cl:20])=[CH:18][CH:17]=[CH:16][C:15]=1[Cl:21].C(=O)([O-])[O-].[K+].[K+]. The catalyst is COCCOC. The product is [Cl:20][C:19]1[CH:18]=[CH:17][CH:16]=[C:15]([Cl:21])[C:14]=1[C:4]1[CH:5]=[C:6]([F:9])[CH:7]=[CH:8][C:3]=1[O:2][CH3:1]. The yield is 0.800. (7) The reactants are [Br:1][C:2]1[CH:8]=[CH:7][C:5]([NH2:6])=[C:4]([F:9])[CH:3]=1.[C:10]([O:13][CH2:14][C:15](Cl)=[O:16])(=[O:12])[CH3:11].O. The catalyst is C(Cl)(Cl)Cl. The product is [C:10]([O:13][CH2:14][C:15]([NH:6][C:5]1[CH:7]=[CH:8][C:2]([Br:1])=[CH:3][C:4]=1[F:9])=[O:16])(=[O:12])[CH3:11]. The yield is 1.00. (8) The reactants are [CH2:1]([C:8]1[CH:13]=[CH:12][C:11]([CH:14]2OCC[O:15]2)=[CH:10][N:9]=1)[C:2]1[CH:7]=[CH:6][CH:5]=[CH:4][CH:3]=1. The catalyst is Cl. The product is [CH2:1]([C:8]1[N:9]=[CH:10][C:11]([CH:14]=[O:15])=[CH:12][CH:13]=1)[C:2]1[CH:3]=[CH:4][CH:5]=[CH:6][CH:7]=1. The yield is 0.790. (9) The reactants are [CH2:1]([S:8][C:9]1[CH:10]=[CH:11][C:12]([NH:22][C:23]2[CH:28]=[C:27]([Cl:29])[C:26]([C:30]([F:33])([F:32])[F:31])=[CH:25][C:24]=2[O:34][CH3:35])=[C:13](/[CH:15]=[CH:16]/[C:17]([O:19]CC)=O)[CH:14]=1)[C:2]1[CH:7]=[CH:6][CH:5]=[CH:4][CH:3]=1.C[O-].[Na+]. The catalyst is CO. The product is [CH2:1]([S:8][C:9]1[CH:14]=[C:13]2[C:12](=[CH:11][CH:10]=1)[N:22]([C:23]1[CH:28]=[C:27]([Cl:29])[C:26]([C:30]([F:32])([F:33])[F:31])=[CH:25][C:24]=1[O:34][CH3:35])[C:17](=[O:19])[CH:16]=[CH:15]2)[C:2]1[CH:3]=[CH:4][CH:5]=[CH:6][CH:7]=1. The yield is 0.670. (10) The reactants are [C-:1]#[N:2].[Na+].[NH2:4][C:5]1[CH:10]=[CH:9][C:8]([CH3:11])=[CH:7][CH:6]=1.[CH3:12][N:13]1[CH2:18][CH2:17][C:16](=O)[CH2:15][CH2:14]1.ClCCl. The catalyst is C(O)(=O)C.CC(C)=O. The product is [CH3:12][N:13]1[CH2:18][CH2:17][C:16]([NH:4][C:5]2[CH:10]=[CH:9][C:8]([CH3:11])=[CH:7][CH:6]=2)([C:1]#[N:2])[CH2:15][CH2:14]1. The yield is 0.630.